This data is from Catalyst prediction with 721,799 reactions and 888 catalyst types from USPTO. The task is: Predict which catalyst facilitates the given reaction. Reactant: [CH2:1]=[C:2]([CH:4]1[CH2:11][CH2:10][CH2:9][CH2:8][CH2:7][CH2:6][C:5]1=[O:12])[CH3:3].[CH2:13]([O:15][N:16]=[CH:17][CH3:18])[CH3:14].Cl[Sn](Cl)(Cl)Cl. Product: [CH2:13]([O:15][N:16]1[CH:17]([CH3:18])[CH2:3][C:2]([CH3:1])=[CH:4][CH2:11][CH2:10][CH2:9][CH2:8][CH2:7][CH2:6][C:5]1=[O:12])[CH3:14]. The catalyst class is: 26.